From a dataset of Full USPTO retrosynthesis dataset with 1.9M reactions from patents (1976-2016). Predict the reactants needed to synthesize the given product. (1) The reactants are: [CH:1]([O:4][C:5]([N:7]1[CH2:12][CH2:11][CH:10]([O:13][N:14]=[C:15]2[CH2:20][CH2:19][N:18]([C:21]3[CH:26]=[C:25]([F:27])[C:24]([C:28](O)=[O:29])=[CH:23][C:22]=3[F:31])[CH2:17][CH2:16]2)[CH2:9][CH2:8]1)=[O:6])([CH3:3])[CH3:2].[CH3:32]OC(=O)CN.C1C=C[C:41]2[N:46](O)N=[N:44][C:42]=2C=1.C(Cl)CCl. Given the product [CH:1]([O:4][C:5]([N:7]1[CH2:8][CH2:9][CH:10]([O:13][N:14]=[C:15]2[CH2:16][CH2:17][N:18]([C:21]3[CH:26]=[C:25]([F:27])[C:24]([C:28](=[O:29])[NH:46][CH2:41][CH2:42][NH:44][CH3:32])=[CH:23][C:22]=3[F:31])[CH2:19][CH2:20]2)[CH2:11][CH2:12]1)=[O:6])([CH3:2])[CH3:3], predict the reactants needed to synthesize it. (2) The reactants are: [NH2:1][C:2]1[N:10]=[C:9]2[C:5]([N:6]=[CH:7][N:8]2[C@@H:11]2[O:15][C@H:14]([CH2:16][OH:17])[C@@H:13]([OH:18])[C@:12]2([F:20])[CH3:19])=[C:4]([N:21]2[CH2:24][CH2:23][CH2:22]2)[N:3]=1.N1C=NN=N1.C(#N)C.C(N([CH:40]([O:48][P:49](N)[O-:50])N(C(C)C)C(C)C)C(C)C)(C)C. Given the product [P:49]([OH:50])([OH:15])[OH:48].[N:21]1([C:4]2[N:3]=[C:2]([NH2:1])[N:10]=[C:9]3[C:5]=2[N:6]=[CH:7][N:8]3[C@@H:11]2[O:15][C@H:14]3[C@@H:13]([O:18][P:49]([O:48][CH3:40])[O:17][CH2:16]3)[C@:12]2([F:20])[CH3:19])[CH2:24][CH2:23][CH2:22]1, predict the reactants needed to synthesize it. (3) Given the product [Br-:10].[OH:9][C@@H:3]1[CH:4]2[CH2:7][CH2:8][N+:1]([CH:11]([C:12](=[O:13])[NH:14][C:15]3[CH:19]=[CH:18][O:17][N:16]=3)[CH3:20])([CH2:6][CH2:5]2)[CH2:2]1, predict the reactants needed to synthesize it. The reactants are: [N:1]12[CH2:8][CH2:7][CH:4]([CH2:5][CH2:6]1)[C@@H:3]([OH:9])[CH2:2]2.[Br:10][CH:11]([CH3:20])[C:12]([NH:14][C:15]1[CH:19]=[CH:18][O:17][N:16]=1)=[O:13]. (4) Given the product [ClH:26].[NH2:12][C@@H:11]([C:19]1[CH:20]=[CH:21][C:22]([F:25])=[CH:23][CH:24]=1)[CH2:10][CH2:9][CH:3]([C:1]#[N:2])[C:4]([O:6][CH2:7][CH3:8])=[O:5], predict the reactants needed to synthesize it. The reactants are: [C:1]([CH:3]([CH2:9][CH2:10][C@H:11]([C:19]1[CH:24]=[CH:23][C:22]([F:25])=[CH:21][CH:20]=1)[NH:12][S@@](C(C)(C)C)=O)[C:4]([O:6][CH2:7][CH3:8])=[O:5])#[N:2].[ClH:26]. (5) Given the product [CH2:9]([O:8][C:5]1[CH:6]=[CH:7][C:2]([NH:1][C:25]([NH:24][C:21]2[CH:22]=[CH:23][C:18]([Cl:17])=[C:19]([C:27]([F:29])([F:28])[F:30])[CH:20]=2)=[O:26])=[C:3]([OH:16])[CH:4]=1)[C:10]1[CH:15]=[CH:14][CH:13]=[CH:12][CH:11]=1, predict the reactants needed to synthesize it. The reactants are: [NH2:1][C:2]1[CH:7]=[CH:6][C:5]([O:8][CH2:9][C:10]2[CH:15]=[CH:14][CH:13]=[CH:12][CH:11]=2)=[CH:4][C:3]=1[OH:16].[Cl:17][C:18]1[CH:23]=[CH:22][C:21]([N:24]=[C:25]=[O:26])=[CH:20][C:19]=1[C:27]([F:30])([F:29])[F:28].